From a dataset of Forward reaction prediction with 1.9M reactions from USPTO patents (1976-2016). Predict the product of the given reaction. (1) The product is: [CH3:1][O:2][C:3]1[CH:4]=[C:5]2[C:9](=[CH:10][CH:11]=1)[N:8]([CH2:12][C:13]1[S:14][CH:15]=[CH:16][CH:17]=1)[CH:7]=[C:6]2[CH:18]1[CH2:23][CH2:22][N:21]([CH2:33][C:29]2[CH:28]=[C:27]([CH:32]=[CH:31][CH:30]=2)[C:26]([OH:35])=[O:25])[CH2:20][CH2:19]1. Given the reactants [CH3:1][O:2][C:3]1[CH:4]=[C:5]2[C:9](=[CH:10][CH:11]=1)[N:8]([CH2:12][C:13]1[S:14][CH:15]=[CH:16][CH:17]=1)[CH:7]=[C:6]2[CH:18]1[CH2:23][CH2:22][NH:21][CH2:20][CH2:19]1.C[O:25][C:26](=[O:35])[C:27]1[CH:32]=[CH:31][CH:30]=[C:29]([CH2:33]Br)[CH:28]=1, predict the reaction product. (2) Given the reactants [N:1]1([C:7]2[N:12]=[CH:11][NH:10][C:9](=[O:13])[CH:8]=2)[CH2:6][CH2:5][NH:4][CH2:3][CH2:2]1.[CH3:14][O:15][C:16]1[CH:23]=[C:22]([N+:24]([O-:26])=[O:25])[CH:21]=[C:18]([CH:19]=O)[C:17]=1[OH:27], predict the reaction product. The product is: [OH:27][C:17]1[C:16]([O:15][CH3:14])=[CH:23][C:22]([N+:24]([O-:26])=[O:25])=[CH:21][C:18]=1[CH2:19][N:4]1[CH2:5][CH2:6][N:1]([C:7]2[N:12]=[CH:11][NH:10][C:9](=[O:13])[CH:8]=2)[CH2:2][CH2:3]1. (3) Given the reactants [CH2:1]([CH:4]1[CH:30]=[C:29]([CH3:31])[CH2:28][CH:27]([CH3:32])[CH2:26][CH:25]([O:33][CH3:34])[CH:24]2[O:35][C:20]([OH:39])([CH:21]([CH3:38])[CH2:22][CH:23]2[O:36][CH3:37])[C:19](=[O:40])[C:18](=[O:41])[N:17]2[CH:12]([CH2:13][CH2:14][CH2:15][CH2:16]2)[C:11](=[O:42])[O:10][CH:9]([C:43]([CH3:65])=[CH:44][CH:45]2[CH2:50][CH2:49][CH:48]([O:51]C(=O)CCCCCCC(O)=O)[CH:47]([O:63][CH3:64])[CH2:46]2)[CH:8]([CH3:66])[CH:7]([OH:67])[CH2:6][C:5]1=[O:68])[CH:2]=[CH2:3].CCN=C=NCCCN(C)C.ON1C2C=CC=CC=2N=N1.C1C=C2C(C(O)(O)C(=O)C2=CC=1)=O.C(OC(=O)C)(=O)C.CN(C)C=O, predict the reaction product. The product is: [CH3:32][C@H:27]1[CH2:28][C:29]([CH3:31])=[CH:30][C@@H:4]([CH2:1][CH:2]=[CH2:3])[C:5](=[O:68])[CH2:6][C@H:7]([OH:67])[C@@H:8]([CH3:66])[C@@H:9](/[C:43](/[CH3:65])=[CH:44]/[C@H:45]2[CH2:46][C@@H:47]([O:63][CH3:64])[C@H:48]([OH:51])[CH2:49][CH2:50]2)[O:10][C:11](=[O:42])[C@H:12]2[N:17]([CH2:16][CH2:15][CH2:14][CH2:13]2)[C:18](=[O:41])[C:19](=[O:40])[C@:20]2([OH:39])[O:35][C@@H:24]([C@@H:23]([O:36][CH3:37])[CH2:22][C@H:21]2[CH3:38])[C@@H:25]([O:33][CH3:34])[CH2:26]1. (4) Given the reactants [OH-].[Na+].C([O-])=O.[NH4+].[NH2:7][C@H:8]([C:16]([OH:18])=[O:17])[CH2:9][C:10]1[CH:15]=[CH:14]C=[CH:12][CH:11]=1.C([O-])=O.C1C=[N+:26]([C@@H]2O[C@H](COP(OP(OC[C@H]3O[C@@H](N4C5N=CN=C(N)C=5N=C4)[C@H](O)[C@@H]3O)(O)=O)(O)=O)[C@@H](O)[C@H]2O)C=C(C(N)=O)C=1.Cl, predict the reaction product. The product is: [CH:15]1[C:10]([CH2:9][C@H:8]([NH2:7])[C:16]([OH:18])=[O:17])=[CH:11][CH:12]=[N:26][CH:14]=1. (5) Given the reactants C([O:8][C:9]([C:11]1[CH:23]=[CH:22][C:21]2[C:20]3[C:15](=[CH:16][C:17]([C:24]([O:26]CC4C=CC=CC=4)=[O:25])=[CH:18][CH:19]=3)[CH:14]([CH:34]=[O:35])[C:13]=2[CH:12]=1)=[O:10])C1C=CC=CC=1.[H][H], predict the reaction product. The product is: [CH:34]([CH:14]1[C:15]2[CH:16]=[C:17]([C:24]([OH:26])=[O:25])[CH:18]=[CH:19][C:20]=2[C:21]2[C:13]1=[CH:12][C:11]([C:9]([OH:10])=[O:8])=[CH:23][CH:22]=2)=[O:35]. (6) Given the reactants [CH2:1]([N:8]([CH:18]1[CH2:23][CH2:22][CH2:21][CH2:20][CH2:19]1)[CH2:9][C:10](O)([CH3:16])[C:11]([O:13][CH2:14][CH3:15])=[O:12])[C:2]1[CH:7]=[CH:6][CH:5]=[CH:4][CH:3]=1.CCN(S(F)(F)[F:30])CC, predict the reaction product. The product is: [CH2:1]([N:8]([CH:18]1[CH2:23][CH2:22][CH2:21][CH2:20][CH2:19]1)[CH2:9][C:10]([F:30])([CH3:16])[C:11]([O:13][CH2:14][CH3:15])=[O:12])[C:2]1[CH:7]=[CH:6][CH:5]=[CH:4][CH:3]=1.